Dataset: Full USPTO retrosynthesis dataset with 1.9M reactions from patents (1976-2016). Task: Predict the reactants needed to synthesize the given product. The reactants are: Cl.[CH3:2][O:3][C:4]1[CH:5]=[C:6]([C:12]2[C:13]([CH3:25])([CH3:24])[C:14](=[O:23])[N:15]([CH:17]3[CH2:22][CH2:21][NH:20][CH2:19][CH2:18]3)[N:16]=2)[CH:7]=[CH:8][C:9]=1[O:10][CH3:11].[Br:26][C:27]1[CH:32]=[CH:31][CH:30]=[CH:29][C:28]=1[S:33](Cl)(=[O:35])=[O:34]. Given the product [Br:26][C:27]1[CH:32]=[CH:31][CH:30]=[CH:29][C:28]=1[S:33]([N:20]1[CH2:21][CH2:22][CH:17]([N:15]2[C:14](=[O:23])[C:13]([CH3:25])([CH3:24])[C:12]([C:6]3[CH:7]=[CH:8][C:9]([O:10][CH3:11])=[C:4]([O:3][CH3:2])[CH:5]=3)=[N:16]2)[CH2:18][CH2:19]1)(=[O:35])=[O:34], predict the reactants needed to synthesize it.